The task is: Predict the reaction yield, written as a fraction of the theoretical maximum amount of product (1.0 means a 100% yield; for example, 0.34 means a 34% yield).. This data is from Reaction yield outcomes from USPTO patents with 853,638 reactions. (1) The reactants are [Cl:1][C:2]1[CH:10]=[C:9]2[C:5]([CH:6]=[CH:7][NH:8]2)=[CH:4][C:3]=1B1OCC(C)(C)CO1.CN(C=O)C.[C:24]([O-:27])([O-])=O.[K+].[K+].Br[C:31]1[CH:36]=[CH:35][C:34]([CH:37]2[CH2:40][NH:39][CH2:38]2)=[CH:33][CH:32]=1. The catalyst is O1CCOCC1.C1C=CC(P(C2C=CC=CC=2)[C-]2C=CC=C2)=CC=1.C1C=CC(P(C2C=CC=CC=2)[C-]2C=CC=C2)=CC=1.Cl[Pd]Cl.[Fe+2]. The product is [NH:39]1[CH2:40][CH:37]([C:34]2[CH:35]=[CH:36][C:31]([C:3]3[CH:4]=[C:5]4[C:9](=[CH:10][C:2]=3[Cl:1])[NH:8][CH:7]=[C:6]4[CH:24]=[O:27])=[CH:32][CH:33]=2)[CH2:38]1. The yield is 1.00. (2) The reactants are [NH2:1][C:2]1[CH:7]=[CH:6][C:5]([N:8]2[C:12](=[O:13])[C:11]([CH3:15])([CH3:14])[N:10]([CH2:16][CH2:17][CH2:18][CH2:19][CH2:20][CH2:21][CH2:22][CH2:23][CH2:24][S:25][CH2:26][CH2:27][CH2:28][C:29]([F:35])([F:34])[C:30]([F:33])([F:32])[F:31])[C:9]2=[O:36])=[CH:4][C:3]=1[CH3:37].[CH:38]([N:42]=[C:43]=[O:44])([CH2:40][CH3:41])[CH3:39].O. The catalyst is ClCCCl. The product is [CH3:14][C:11]1([CH3:15])[C:12](=[O:13])[N:8]([C:5]2[CH:6]=[CH:7][C:2]([NH:1][C:43]([NH:42][CH:38]([CH3:39])[CH2:40][CH3:41])=[O:44])=[C:3]([CH3:37])[CH:4]=2)[C:9](=[O:36])[N:10]1[CH2:16][CH2:17][CH2:18][CH2:19][CH2:20][CH2:21][CH2:22][CH2:23][CH2:24][S:25][CH2:26][CH2:27][CH2:28][C:29]([F:35])([F:34])[C:30]([F:33])([F:31])[F:32]. The yield is 0.360. (3) The reactants are [CH3:1][O:2][C:3]1[C:8]2[O:9][CH2:10][O:11][C:7]=2[CH:6]=[C:5]([C:12](OC)=[O:13])[CH:4]=1.[H-].[H-].[H-].[H-].[Li+].[Al+3].O.[OH-].[Na+]. The catalyst is C1COCC1. The product is [CH3:1][O:2][C:3]1[C:8]2[O:9][CH2:10][O:11][C:7]=2[CH:6]=[C:5]([CH2:12][OH:13])[CH:4]=1. The yield is 0.520. (4) The reactants are [CH3:1][CH:2]([N:4]1[C:12](/[CH:13]=[CH:14]/[C@H:15]([OH:24])[CH2:16][C@H:17]([OH:23])[CH2:18][C:19]([O:21]C)=[O:20])=[C:11]([C:25]2[CH:30]=[CH:29][C:28]([F:31])=[CH:27][CH:26]=2)[C:10]2[C:5]1=[CH:6][CH:7]=[CH:8][CH:9]=2)[CH3:3].[OH-].[Na+:33].CC(OC)(C)C. The catalyst is O.C(O)C. The product is [CH3:3][CH:2]([N:4]1[C:12](/[CH:13]=[CH:14]/[CH:15]([OH:24])[CH2:16][CH:17]([OH:23])[CH2:18][C:19]([O-:21])=[O:20])=[C:11]([C:25]2[CH:26]=[CH:27][C:28]([F:31])=[CH:29][CH:30]=2)[C:10]2[CH:9]=[CH:8][CH:7]=[CH:6][C:5]1=2)[CH3:1].[Na+:33]. The yield is 0.723.